From a dataset of Catalyst prediction with 721,799 reactions and 888 catalyst types from USPTO. Predict which catalyst facilitates the given reaction. (1) Product: [CH3:3][O:4][C:5]1[CH:48]=[CH:49][C:50]2[C:62](=[O:63])[C:61]3[C:60]4[C:55](=[CH:56][C:57]([C:64]#[N:65])=[CH:58][CH:59]=4)[N:54]([CH3:6])[C:53]=3[C:52]([CH3:67])([CH3:66])[C:2]=2[CH:1]=1. The catalyst class is: 5. Reactant: [CH2:1]1[CH2:5][O:4][CH2:3][CH2:2]1.[C:6]1(P(C2C=CC=CC=2)C2C=CC=CC=2)C=CC=CC=1.C(OC(N=NC(OC(C)C)=O)=O)(C)C.[Si](OC1[CH:48]=[CH:49][C:50]2[C:62](=[O:63])[C:61]3[C:60]4[C:55](=[CH:56][C:57]([C:64]#[N:65])=[CH:58][CH:59]=4)[NH:54][C:53]=3[C:52]([CH3:67])([CH3:66])C=2C=1)(C(C)(C)C)(C)C. (2) Reactant: Cl.C([O:4][C:5]([C@@:7]12[CH2:22][C@H:21]1[CH:20]=[CH:19][CH2:18][CH2:17][CH2:16][CH2:15][CH2:14][C@H:13]([NH:23][C:24]([C:26]1[CH:27]=[N:28][C:29]([CH3:32])=[N:30][CH:31]=1)=[O:25])[C:12](=[O:33])[N:11]1[CH2:34][C@H:35]([O:37][C:38]3[C:47]([C:48]4[S:49][C:50]5[CH:56]=[CH:55][CH:54]=[CH:53][C:51]=5[N:52]=4)=[N:46][C:45]4[C:40](=[CH:41][CH:42]=[CH:43][CH:44]=4)[N:39]=3)[CH2:36][C@H:10]1[C:9](=[O:57])[NH:8]2)=[O:6])C.O[Li].O.OP(O)(O)=O.[Na+].[Cl-].CC1CCCO1. Product: [CH2:7]([NH:8][CH2:9][CH3:10])[CH3:5].[CH3:32][C:29]1[N:28]=[CH:27][C:26]([C:24]([NH:23][C@@H:13]2[C:12](=[O:33])[N:11]3[CH2:34][C@H:35]([O:37][C:38]4[C:47]([C:48]5[S:49][C:50]6[CH:56]=[CH:55][CH:54]=[CH:53][C:51]=6[N:52]=5)=[N:46][C:45]5[C:40](=[CH:41][CH:42]=[CH:43][CH:44]=5)[N:39]=4)[CH2:36][C@H:10]3[C:9](=[O:57])[NH:8][C@:7]3([C:5]([OH:6])=[O:4])[CH2:22][C@H:21]3[CH:20]=[CH:19][CH2:18][CH2:17][CH2:16][CH2:15][CH2:14]2)=[O:25])=[CH:31][N:30]=1. The catalyst class is: 132. (3) Reactant: [Cl-].[Al+3].[Cl-].[Cl-].[NH:5]1[CH2:10][CH2:9][O:8][CH2:7][CH2:6]1.[OH:11][CH2:12][C:13]1[CH:14]=[C:15]([N:19]2[C:23]3[C:24]4[CH:25]=[CH:26][CH:27]=[CH:28][C:29]=4[S:30](=[O:33])(=[O:32])[CH2:31][C:22]=3[C:21]([C:34](OCC)=[O:35])=[N:20]2)[CH:16]=[CH:17][CH:18]=1.O. Product: [N:5]1([C:34]([C:21]2[C:22]3[CH2:31][S:30](=[O:32])(=[O:33])[C:29]4[CH:28]=[CH:27][CH:26]=[CH:25][C:24]=4[C:23]=3[N:19]([C:15]3[CH:14]=[C:13]([CH2:12][OH:11])[CH:18]=[CH:17][CH:16]=3)[N:20]=2)=[O:35])[CH2:10][CH2:9][O:8][CH2:7][CH2:6]1. The catalyst class is: 1. (4) Reactant: [Br:1][C:2]1[C:11]2[C:6](=[C:7]([F:14])[CH:8]=[C:9]([O:12][CH3:13])[CH:10]=2)[N:5]=[CH:4][C:3]=1[NH2:15].[F:16][B-:17]([F:20])([F:19])[F:18].[N:21]#[O+]. The catalyst class is: 1. Product: [F:16][B-:17]([F:20])([F:19])[F:18].[Br:1][C:2]1[C:11]2[C:6](=[C:7]([F:14])[CH:8]=[C:9]([O:12][CH3:13])[CH:10]=2)[N:5]=[CH:4][C:3]=1[N+:15]#[N:21]. (5) Reactant: [BH4-].[Na+].[Si:3]([O:10][CH2:11][C:12]1[CH:13]=[C:14]([CH:19]=[C:20]([Cl:22])[CH:21]=1)[C:15](OC)=[O:16])([C:6]([CH3:9])([CH3:8])[CH3:7])([CH3:5])[CH3:4]. Product: [Si:3]([O:10][CH2:11][C:12]1[CH:13]=[C:14]([CH2:15][OH:16])[CH:19]=[C:20]([Cl:22])[CH:21]=1)([C:6]([CH3:9])([CH3:8])[CH3:7])([CH3:5])[CH3:4]. The catalyst class is: 100. (6) Reactant: O=[C:2]([C@@H:6]1[CH2:8][C@H:7]1[C:9]1[CH:14]=[CH:13][CH:12]=[CH:11][CH:10]=1)[CH2:3][C:4]#[N:5].O.[NH2:16][NH2:17]. Product: [C:9]1([C@@H:7]2[CH2:8][C@H:6]2[C:2]2[CH:3]=[C:4]([NH2:5])[NH:17][N:16]=2)[CH:14]=[CH:13][CH:12]=[CH:11][CH:10]=1. The catalyst class is: 14. (7) Reactant: [C:1]1(=[O:16])[N:5]([CH2:6][CH2:7]C(O)=O)[C:4](=[O:11])[C:3]2=[CH:12][CH:13]=[CH:14][CH:15]=[C:2]12.C1C=CC(P(N=[N+]=[N-])(C2C=CC=CC=2)=O)=CC=1.[N-:34]=[C:35]=[O:36].[NH2:37][C:38]1[CH:43]=[CH:42][CH:41]=[CH:40][C:39]=1[OH:44]. Product: [OH:44][C:39]1[CH:40]=[CH:41][CH:42]=[CH:43][C:38]=1[NH:37][C:35]([NH:34][CH2:7][CH2:6][N:5]1[C:1](=[O:16])[C:2]2=[CH:15][CH:14]=[CH:13][CH:12]=[C:3]2[C:4]1=[O:11])=[O:36]. The catalyst class is: 11.